This data is from Merck oncology drug combination screen with 23,052 pairs across 39 cell lines. The task is: Regression. Given two drug SMILES strings and cell line genomic features, predict the synergy score measuring deviation from expected non-interaction effect. (1) Drug 1: Cn1nnc2c(C(N)=O)ncn2c1=O. Drug 2: CS(=O)(=O)CCNCc1ccc(-c2ccc3ncnc(Nc4ccc(OCc5cccc(F)c5)c(Cl)c4)c3c2)o1. Cell line: OCUBM. Synergy scores: synergy=-11.9. (2) Drug 1: Cn1nnc2c(C(N)=O)ncn2c1=O. Drug 2: CCc1cnn2c(NCc3ccc[n+]([O-])c3)cc(N3CCCCC3CCO)nc12. Cell line: CAOV3. Synergy scores: synergy=-16.7. (3) Drug 1: CCN(CC)CCNC(=O)c1c(C)[nH]c(C=C2C(=O)Nc3ccc(F)cc32)c1C. Drug 2: COC1CC2CCC(C)C(O)(O2)C(=O)C(=O)N2CCCCC2C(=O)OC(C(C)CC2CCC(OP(C)(C)=O)C(OC)C2)CC(=O)C(C)C=C(C)C(O)C(OC)C(=O)C(C)CC(C)C=CC=CC=C1C. Cell line: MDAMB436. Synergy scores: synergy=16.8. (4) Drug 1: COC12C(COC(N)=O)C3=C(C(=O)C(C)=C(N)C3=O)N1CC1NC12. Drug 2: NC(=O)c1cccc2cn(-c3ccc(C4CCCNC4)cc3)nc12. Cell line: HT29. Synergy scores: synergy=2.23. (5) Drug 1: CC(=O)OC1C(=O)C2(C)C(O)CC3OCC3(OC(C)=O)C2C(OC(=O)c2ccccc2)C2(O)CC(OC(=O)C(O)C(NC(=O)c3ccccc3)c3ccccc3)C(C)=C1C2(C)C. Drug 2: CS(=O)(=O)CCNCc1ccc(-c2ccc3ncnc(Nc4ccc(OCc5cccc(F)c5)c(Cl)c4)c3c2)o1. Cell line: VCAP. Synergy scores: synergy=22.6. (6) Drug 1: CC1(c2nc3c(C(N)=O)cccc3[nH]2)CCCN1. Drug 2: CCc1c2c(nc3ccc(O)cc13)-c1cc3c(c(=O)n1C2)COC(=O)C3(O)CC. Cell line: NCIH23. Synergy scores: synergy=16.5.